This data is from Aqueous solubility values for 9,982 compounds from the AqSolDB database. The task is: Regression/Classification. Given a drug SMILES string, predict its absorption, distribution, metabolism, or excretion properties. Task type varies by dataset: regression for continuous measurements (e.g., permeability, clearance, half-life) or binary classification for categorical outcomes (e.g., BBB penetration, CYP inhibition). For this dataset (solubility_aqsoldb), we predict Y. (1) The drug is CCC(=O)Oc1ccc(NC(C)=O)cc1. The Y is -2.72 log mol/L. (2) The drug is CC1(C)SC2C(NC(=O)C(N)c3ccc(N)cc3)C(=O)N2C1c1nnn[nH]1. The Y is -1.57 log mol/L. (3) The molecule is C=CC1CC2C=CC1C2. The Y is -3.08 log mol/L. (4) The compound is CCOP(C)(=O)SCCN(C(C)C)C(C)C. The Y is -0.950 log mol/L. (5) The compound is CCOC(=O)CCN(Cc1ccccc1)SN(C)C(=O)O/N=C(/C)SC. The Y is -4.30 log mol/L.